Dataset: Forward reaction prediction with 1.9M reactions from USPTO patents (1976-2016). Task: Predict the product of the given reaction. (1) The product is: [F:24][C:16]1[CH:15]=[C:14]([C:9]2[N:8]([C:5]3[CH:6]=[CH:7][C:2]([C:30]4[N:31]=[CH:32][S:33][CH:34]=4)=[CH:3][CH:4]=3)[C:12]([CH3:13])=[CH:11][CH:10]=2)[CH:19]=[CH:18][C:17]=1[S:20]([CH3:23])(=[O:22])=[O:21]. Given the reactants Br[C:2]1[CH:7]=[CH:6][C:5]([N:8]2[C:12]([CH3:13])=[CH:11][CH:10]=[C:9]2[C:14]2[CH:19]=[CH:18][C:17]([S:20]([CH3:23])(=[O:22])=[O:21])=[C:16]([F:24])[CH:15]=2)=[CH:4][CH:3]=1.C([Sn](CCCC)(CCCC)[C:30]1[N:31]=[CH:32][S:33][CH:34]=1)CCC.[Cl-], predict the reaction product. (2) Given the reactants C([O:3][C:4]([C:6]1[S:33][C:9]2[N:10]=[C:11]([NH2:32])[N:12]=[C:13]([C:14]3[C:22]4[C:17](=[CH:18][CH:19]=[CH:20][CH:21]=4)[N:16](S(C4C=CC=CC=4)(=O)=O)[CH:15]=3)[C:8]=2[CH:7]=1)=[O:5])C.[OH-].[K+].O, predict the reaction product. The product is: [NH2:32][C:11]1[N:12]=[C:13]([C:14]2[C:22]3[C:17](=[CH:18][CH:19]=[CH:20][CH:21]=3)[NH:16][CH:15]=2)[C:8]2[CH:7]=[C:6]([C:4]([OH:5])=[O:3])[S:33][C:9]=2[N:10]=1. (3) Given the reactants [NH2:1][CH:2]1[CH2:7][CH2:6][N:5]([C:8]2[N:13]=[CH:12][C:11]([NH:14][C:15]([C:17]3[O:21][C:20]([N:22]4[CH2:27][CH2:26][CH2:25][CH2:24][CH2:23]4)=[N:19][C:18]=3[C:28]([F:31])([F:30])[F:29])=[O:16])=[CH:10][CH:9]=2)[CH2:4][CH2:3]1.[Cl:32][C:33]1[CH:41]=[CH:40][CH:39]=[CH:38][C:34]=1[C:35](O)=[O:36], predict the reaction product. The product is: [Cl:32][C:33]1[CH:41]=[CH:40][CH:39]=[CH:38][C:34]=1[C:35]([NH:1][CH:2]1[CH2:3][CH2:4][N:5]([C:8]2[N:13]=[CH:12][C:11]([NH:14][C:15]([C:17]3[O:21][C:20]([N:22]4[CH2:27][CH2:26][CH2:25][CH2:24][CH2:23]4)=[N:19][C:18]=3[C:28]([F:31])([F:30])[F:29])=[O:16])=[CH:10][CH:9]=2)[CH2:6][CH2:7]1)=[O:36].